From a dataset of Forward reaction prediction with 1.9M reactions from USPTO patents (1976-2016). Predict the product of the given reaction. (1) Given the reactants [ClH:1].Cl.[CH3:3][C:4]1[CH:13]=[CH:12][C:11]2[C:6](=[CH:7][CH:8]=[C:9]3[O:17][CH2:16][C@H:15]([CH2:18][NH2:19])[O:14][C:10]3=2)[N:5]=1.O=[C:21]1[CH2:26][CH2:25][N:24]([C:27]2[CH:28]=[CH:29][C:30]3[O:35][CH2:34][C:33](=[O:36])[NH:32][C:31]=3[CH:37]=2)[CH2:23][CH2:22]1.C(O)(=O)C.C(N(C(C)C)C(C)C)C.C(O[BH-](OC(=O)C)OC(=O)C)(=O)C.[Na+].C(=O)([O-])[O-].[Na+].[Na+], predict the reaction product. The product is: [ClH:1].[ClH:1].[CH3:3][C:4]1[CH:13]=[CH:12][C:11]2[C:6](=[CH:7][CH:8]=[C:9]3[O:17][CH2:16][CH:15]([CH2:18][NH:19][CH:21]4[CH2:26][CH2:25][N:24]([C:27]5[CH:28]=[CH:29][C:30]6[O:35][CH2:34][C:33](=[O:36])[NH:32][C:31]=6[CH:37]=5)[CH2:23][CH2:22]4)[O:14][C:10]3=2)[N:5]=1. (2) Given the reactants Br[C:2]1[C:3]([F:12])=[C:4]([CH:9]=[CH:10][CH:11]=1)[C:5]([O:7][CH3:8])=[O:6].[S:13]1[CH:17]=[CH:16][CH:15]=[C:14]1B(O)O.COCCOC.C(=O)([O-])[O-].[Na+].[Na+], predict the reaction product. The product is: [F:12][C:3]1[C:2]([C:14]2[S:13][CH:17]=[CH:16][CH:15]=2)=[CH:11][CH:10]=[CH:9][C:4]=1[C:5]([O:7][CH3:8])=[O:6]. (3) Given the reactants CC1(C)C(C)(C)OB([C:9]2[C:18]3[C:13](=[CH:14][CH:15]=[CH:16][CH:17]=3)[N:12]=[C:11]([C:19]([O:21][CH2:22][CH3:23])=[O:20])[CH:10]=2)O1.Br[CH2:26][C:27]1[CH:28]=[N:29][C:30]([S:33][CH3:34])=[N:31][CH:32]=1.C(=O)([O-])[O-].[Cs+].[Cs+].C1COCC1, predict the reaction product. The product is: [CH3:34][S:33][C:30]1[N:31]=[CH:32][C:27]([CH2:26][C:9]2[C:18]3[C:13](=[CH:14][CH:15]=[CH:16][CH:17]=3)[N:12]=[C:11]([C:19]([O:21][CH2:22][CH3:23])=[O:20])[CH:10]=2)=[CH:28][N:29]=1. (4) Given the reactants [S:1]1[CH:5]=[CH:4][CH:3]=[C:2]1[CH2:6][C:7]([OH:9])=[O:8].[OH-].[K+:11], predict the reaction product. The product is: [S:1]1[CH:5]=[CH:4][CH:3]=[C:2]1[CH2:6][C:7]([O-:9])=[O:8].[K+:11]. (5) Given the reactants C(OC(=O)N([CH:12]1[O:26][C:16]2=[C:17]3[C:22](=[CH:23][CH:24]=[C:15]2[O:14][CH2:13]1)[N:21]=[C:20]([CH3:25])[CH:19]=[CH:18]3)CCC=O)(C)(C)C.[F:28][C:29]1[CH:30]=[CH:31][C:32]2[O:37][CH2:36][CH2:35][NH:34][C:33]=2[CH:38]=1, predict the reaction product. The product is: [F:28][C:29]1[CH:30]=[CH:31][C:32]2[O:37][CH2:36][CH2:35][N:34]([CH2:18][CH2:19][CH2:20][NH:21][CH2:22][C@@H:12]3[O:26][C:16]4=[C:17]5[C:22](=[CH:23][CH:24]=[C:15]4[O:14][CH2:13]3)[N:21]=[C:20]([CH3:25])[CH:19]=[CH:18]5)[C:33]=2[CH:38]=1.